Dataset: Reaction yield outcomes from USPTO patents with 853,638 reactions. Task: Predict the reaction yield, written as a fraction of the theoretical maximum amount of product (1.0 means a 100% yield; for example, 0.34 means a 34% yield). (1) The reactants are [C:1]([O:5][C:6](=[O:41])[CH2:7][CH2:8][S:9][CH2:10][C:11]1[CH:12]=[C:13]([CH:38]=[CH:39][CH:40]=1)[C:14]([NH:16][C:17]1[CH:22]=[CH:21][C:20]([N:23]2[CH2:28][CH2:27][CH2:26][CH2:25][CH2:24]2)=[CH:19][C:18]=1[C:29]1[CH:30]=[C:31]([CH:35]=[CH:36][N:37]=1)[C:32](O)=[O:33])=[O:15])([CH3:4])([CH3:3])[CH3:2].[N:42]1([C:47]2[CH:52]=[CH:51][C:50]([CH2:53][NH2:54])=[CH:49][CH:48]=2)[CH:46]=[CH:45][CH:44]=[N:43]1.CCN=C=NCCCN(C)C.Cl. The catalyst is CN(C)C1C=CN=CC=1.ClCCl. The product is [N:42]1([C:47]2[CH:52]=[CH:51][C:50]([CH2:53][NH:54][C:32]([C:31]3[CH:35]=[CH:36][N:37]=[C:29]([C:18]4[CH:19]=[C:20]([N:23]5[CH2:28][CH2:27][CH2:26][CH2:25][CH2:24]5)[CH:21]=[CH:22][C:17]=4[NH:16][C:14]([C:13]4[CH:12]=[C:11]([CH:40]=[CH:39][CH:38]=4)[CH2:10][S:9][CH2:8][CH2:7][C:6]([O:5][C:1]([CH3:3])([CH3:4])[CH3:2])=[O:41])=[O:15])[CH:30]=3)=[O:33])=[CH:49][CH:48]=2)[CH:46]=[CH:45][CH:44]=[N:43]1. The yield is 0.830. (2) The reactants are [C:1]([C:3]1[CH:8]=[CH:7][C:6]([C:9]2[CH:10]=[N:11][N:12]3[CH:17]=[CH:16][C:15]([C:18]4[CH:26]=[CH:25][C:21]([C:22]([OH:24])=O)=[CH:20][CH:19]=4)=[N:14][C:13]=23)=[CH:5][CH:4]=1)#[N:2].CN1CCOCC1.CN(C(ON1N=NC2C=CC=NC1=2)=[N+](C)C)C.F[P-](F)(F)(F)(F)F.[CH3:58][C:59]1([NH:65][C:66](=[O:72])[O:67][C:68]([CH3:71])([CH3:70])[CH3:69])[CH2:64][CH2:63][NH:62][CH2:61][CH2:60]1. The catalyst is CN(C=O)C.CCOC(C)=O. The product is [C:1]([C:3]1[CH:4]=[CH:5][C:6]([C:9]2[CH:10]=[N:11][N:12]3[CH:17]=[CH:16][C:15]([C:18]4[CH:26]=[CH:25][C:21]([C:22]([N:62]5[CH2:61][CH2:60][C:59]([NH:65][C:66](=[O:72])[O:67][C:68]([CH3:71])([CH3:70])[CH3:69])([CH3:58])[CH2:64][CH2:63]5)=[O:24])=[CH:20][CH:19]=4)=[N:14][C:13]=23)=[CH:7][CH:8]=1)#[N:2]. The yield is 0.425. (3) The reactants are [CH3:1][O:2][C:3]1[CH:11]=[C:10]2[C:6]([CH2:7][CH2:8][C:9]2=O)=[CH:5][CH:4]=1.CCN(CC)CC.Cl.[NH2:21][OH:22]. The catalyst is CO. The product is [CH3:1][O:2][C:3]1[CH:11]=[C:10]2[C:6]([CH2:7][CH2:8]/[C:9]/2=[N:21]\[OH:22])=[CH:5][CH:4]=1. The yield is 0.930. (4) The reactants are [Li+].C[Si]([N-][Si](C)(C)C)(C)C.[F:11][C:12]1[CH:13]=[C:14]2[C:18](=[CH:19][CH:20]=1)[N:17]([C:21]([O:23][C:24]([CH3:27])([CH3:26])[CH3:25])=[O:22])[C:16]([C:28]1[O:32][CH:31]=[N:30][CH:29]=1)=[CH:15]2.[Cl:33]C(Cl)(Cl)C(Cl)(Cl)Cl. The catalyst is C1COCC1. The product is [Cl:33][C:31]1[O:32][C:28]([C:16]2[N:17]([C:21]([O:23][C:24]([CH3:27])([CH3:25])[CH3:26])=[O:22])[C:18]3[C:14]([CH:15]=2)=[CH:13][C:12]([F:11])=[CH:20][CH:19]=3)=[CH:29][N:30]=1. The yield is 0.770. (5) The reactants are [C:1]1([C:7]#[CH:8])[CH:6]=[CH:5][CH:4]=[CH:3][CH:2]=1.Br[C:10]1[CH:15]=[CH:14][N:13]=[C:12]([C:16]([OH:18])=[O:17])[CH:11]=1.C(N(CC)CC)C. The catalyst is Cl[Pd](Cl)([P](C1C=CC=CC=1)(C1C=CC=CC=1)C1C=CC=CC=1)[P](C1C=CC=CC=1)(C1C=CC=CC=1)C1C=CC=CC=1.[Cu]I.CN(C=O)C. The product is [C:1]1([C:7]#[C:8][C:10]2[CH:15]=[CH:14][N:13]=[C:12]([C:16]([OH:18])=[O:17])[CH:11]=2)[CH:6]=[CH:5][CH:4]=[CH:3][CH:2]=1. The yield is 0.920.